This data is from Catalyst prediction with 721,799 reactions and 888 catalyst types from USPTO. The task is: Predict which catalyst facilitates the given reaction. (1) Reactant: [CH3:1][N:2]1[CH2:10][C:9]2[C:4](=[C:5]([N+:20]([O-:22])=[O:21])[CH:6]=[CH:7][C:8]=2B2OC(C)(C)C(C)(C)O2)[C:3]1=[O:23].FC(F)(F)S(O[C:30]1[CH2:35][CH2:34][CH:33]([C:36]([O:38][CH2:39][CH3:40])=[O:37])[CH2:32][CH:31]=1)(=O)=O.C(=O)([O-])[O-].[K+].[K+].ClCCl.O1CCOCC1.O. Product: [CH3:1][N:2]1[CH2:10][C:9]2[C:4](=[C:5]([N+:20]([O-:22])=[O:21])[CH:6]=[CH:7][C:8]=2[C:30]2[CH2:35][CH2:34][CH:33]([C:36]([O:38][CH2:39][CH3:40])=[O:37])[CH2:32][CH:31]=2)[C:3]1=[O:23]. The catalyst class is: 140. (2) Reactant: CN(OC)[C:3](=[O:37])[C:4]1[CH:9]=[CH:8][C:7]([CH3:10])=[C:6]([NH:11][C:12]([C:14]2[CH:19]=[CH:18][C:17]([NH:20][C:21]3[N:30]=[C:29]([C:31]4[CH:36]=[CH:35][CH:34]=[CH:33][CH:32]=4)[C:28]4[C:23](=[CH:24][CH:25]=[CH:26][CH:27]=4)[N:22]=3)=[CH:16][CH:15]=2)=[O:13])[CH:5]=1.[H-].C([Al+]CC(C)C)C(C)C.C(OCC)(=O)C. Product: [CH:3]([C:4]1[CH:9]=[CH:8][C:7]([CH3:10])=[C:6]([NH:11][C:12](=[O:13])[C:14]2[CH:15]=[CH:16][C:17]([NH:20][C:21]3[N:30]=[C:29]([C:31]4[CH:32]=[CH:33][CH:34]=[CH:35][CH:36]=4)[C:28]4[C:23](=[CH:24][CH:25]=[CH:26][CH:27]=4)[N:22]=3)=[CH:18][CH:19]=2)[CH:5]=1)=[O:37]. The catalyst class is: 4. (3) Reactant: [C:1]([O:5][C:6]([NH:8][C@H:9]([CH2:29][O:30][C:31]1[CH:36]=[CH:35][C:34]([C:37]#[N:38])=[CH:33][CH:32]=1)[CH2:10][N:11]1[CH2:15][CH:14]2[CH2:16][N:17](C(OCC3C=CC=CC=3)=O)[CH2:18][CH:13]2[CH2:12]1)=[O:7])([CH3:4])([CH3:3])[CH3:2]. Product: [C:37]([C:34]1[CH:33]=[CH:32][C:31]([O:30][CH2:29][C@@H:9]([NH:8][C:6](=[O:7])[O:5][C:1]([CH3:3])([CH3:4])[CH3:2])[CH2:10][N:11]2[CH2:12][CH:13]3[CH:14]([CH2:16][NH:17][CH2:18]3)[CH2:15]2)=[CH:36][CH:35]=1)#[N:38]. The catalyst class is: 29.